This data is from Experimentally validated miRNA-target interactions with 360,000+ pairs, plus equal number of negative samples. The task is: Binary Classification. Given a miRNA mature sequence and a target amino acid sequence, predict their likelihood of interaction. The miRNA is hsa-miR-548u with sequence CAAAGACUGCAAUUACUUUUGCG. The protein sequence of the target gene is MAAAAPNAGGSAPETAGSAEAPLQYSLLLQYLVGDKRQPRLLEPGSLGGIPSPAKSEEQKMIEKAMESCAFKAALACVGGFVLGGAFGVFTAGIDTNVGFDPKDPYRTPTAKEVLKDMGQRGMSYAKNFAIVGAMFSCTECLIESYRGTSDWKNSVISGCITGGAIGFRAGLKAGAIGCGGFAAFSAAIDYYLR. Result: 0 (no interaction).